This data is from Forward reaction prediction with 1.9M reactions from USPTO patents (1976-2016). The task is: Predict the product of the given reaction. (1) Given the reactants [N+:1]([C:4]1[CH:8]=[CH:7][NH:6][N:5]=1)([O-:3])=[O:2].[H-].[Na+].Cl.[N:12]1[CH:17]=[CH:16][CH:15]=[C:14]([CH2:18]Cl)[CH:13]=1, predict the reaction product. The product is: [N+:1]([C:4]1[CH:8]=[CH:7][N:6]([CH2:18][C:14]2[CH:13]=[N:12][CH:17]=[CH:16][CH:15]=2)[N:5]=1)([O-:3])=[O:2]. (2) Given the reactants [CH2:1]([O:8][C:9]([NH:11][CH2:12][CH2:13][CH2:14][C@H:15]([NH:20][C:21]([O:23][C:24]([CH3:27])([CH3:26])[CH3:25])=[O:22])[CH2:16][C:17]([OH:19])=O)=[O:10])[C:2]1[CH:7]=[CH:6][CH:5]=[CH:4][CH:3]=1.[C:28]([O:32][C:33](=[O:49])[NH:34][CH2:35][CH2:36][CH2:37][C@H:38]([NH:41][C:42]([O:44][C:45]([CH3:48])([CH3:47])[CH3:46])=[O:43])[CH2:39][NH2:40])([CH3:31])([CH3:30])[CH3:29].C(Cl)CCl.C1C=CC2N(O)N=NC=2C=1, predict the reaction product. The product is: [CH2:1]([O:8][C:9](=[O:10])[NH:11][CH2:12][CH2:13][CH2:14][C@H:15]([NH:20][C:21]([O:23][C:24]([CH3:27])([CH3:26])[CH3:25])=[O:22])[CH2:16][C:17]([NH:40][CH2:39][C@@H:38]([NH:41][C:42]([O:44][C:45]([CH3:48])([CH3:47])[CH3:46])=[O:43])[CH2:37][CH2:36][CH2:35][NH:34][C:33]([O:32][C:28]([CH3:30])([CH3:31])[CH3:29])=[O:49])=[O:19])[C:2]1[CH:3]=[CH:4][CH:5]=[CH:6][CH:7]=1.